This data is from Catalyst prediction with 721,799 reactions and 888 catalyst types from USPTO. The task is: Predict which catalyst facilitates the given reaction. (1) Reactant: [F:1][C:2]([F:30])([F:29])[CH:3]([CH3:28])[CH:4]([C:10]1[CH:15]=[CH:14][C:13]([CH2:16][N:17]2[CH:22]=[C:21]([C:23]([F:26])([F:25])[F:24])[CH:20]=[CH:19][C:18]2=[O:27])=[CH:12][CH:11]=1)[C:5]([O:7]CC)=[O:6].CO.[OH-].[Na+].Cl. Product: [F:30][C:2]([F:1])([F:29])[CH:3]([CH3:28])[CH:4]([C:10]1[CH:11]=[CH:12][C:13]([CH2:16][N:17]2[CH:22]=[C:21]([C:23]([F:25])([F:26])[F:24])[CH:20]=[CH:19][C:18]2=[O:27])=[CH:14][CH:15]=1)[C:5]([OH:7])=[O:6]. The catalyst class is: 20. (2) Reactant: Br[CH2:2][C:3]([C:5]1[CH:10]=[CH:9][CH:8]=[CH:7][C:6]=1[N+:11]([O-:13])=[O:12])=O.[N:14]1[CH:19]=[CH:18][CH:17]=[CH:16][C:15]=1[CH3:20].CC(C)=O.C(N(CC)CC)C. Product: [N+:11]([C:6]1[CH:7]=[CH:8][CH:9]=[CH:10][C:5]=1[C:3]1[CH:20]=[C:15]2[N:14]([CH:2]=1)[CH:19]=[CH:18][CH:17]=[CH:16]2)([O-:13])=[O:12]. The catalyst class is: 10. (3) Reactant: [C:1]([O:5][C:6]([N:8]1[CH2:12][CH2:11][CH:10]([N:13]2[CH:18]=[CH:17][C:16](=[O:19])[NH:15][C:14]2=[O:20])[CH2:9]1)=[O:7])([CH3:4])([CH3:3])[CH3:2].[Br:21]N1C(=O)CCC1=O. Product: [C:1]([O:5][C:6]([N:8]1[CH2:12][CH2:11][CH:10]([N:13]2[CH:18]=[C:17]([Br:21])[C:16](=[O:19])[NH:15][C:14]2=[O:20])[CH2:9]1)=[O:7])([CH3:4])([CH3:2])[CH3:3]. The catalyst class is: 3. (4) Reactant: [NH2:1][C:2]1[CH:3]=[C:4]([CH2:9][NH:10][C:11](=[O:17])[O:12][C:13]([CH3:16])([CH3:15])[CH3:14])[CH:5]=[CH:6][C:7]=1[F:8].[F:18][C:19]([F:30])([F:29])[C:20](O[C:20](=[O:21])[C:19]([F:30])([F:29])[F:18])=[O:21]. Product: [F:8][C:7]1[CH:6]=[CH:5][C:4]([CH2:9][NH:10][C:11](=[O:17])[O:12][C:13]([CH3:14])([CH3:16])[CH3:15])=[CH:3][C:2]=1[NH:1][C:20](=[O:21])[C:19]([F:30])([F:29])[F:18]. The catalyst class is: 54. (5) Reactant: [C:1]([O:5][C:6]([N:8]([CH2:30][C:31]1[CH:36]=[CH:35][C:34]([O:37][CH3:38])=[CH:33][CH:32]=1)[C:9]1[C:10]([Cl:29])=[C:11]([C:17]2(O)[CH2:20][N:19]([C:21]([O:23][C:24]([CH3:27])([CH3:26])[CH3:25])=[O:22])[CH2:18]2)[CH:12]=[C:13]([C:15]#[N:16])[CH:14]=1)=[O:7])([CH3:4])([CH3:3])[CH3:2].C(N(S(F)(F)[F:45])CC)C. Product: [C:1]([O:5][C:6]([N:8]([CH2:30][C:31]1[CH:36]=[CH:35][C:34]([O:37][CH3:38])=[CH:33][CH:32]=1)[C:9]1[C:10]([Cl:29])=[C:11]([C:17]2([F:45])[CH2:20][N:19]([C:21]([O:23][C:24]([CH3:27])([CH3:26])[CH3:25])=[O:22])[CH2:18]2)[CH:12]=[C:13]([C:15]#[N:16])[CH:14]=1)=[O:7])([CH3:4])([CH3:3])[CH3:2]. The catalyst class is: 2. (6) Reactant: [N+:1]([C:4]1[CH:5]=[C:6]([C:10]2[NH:11][CH:12]=[CH:13][N:14]=2)[CH:7]=[CH:8][CH:9]=1)([O-:3])=[O:2].Br.Br[CH2:17][CH2:18][N:19]([CH3:21])[CH3:20].[H-].[Na+].O. Product: [CH3:20][N:19]([CH3:21])[CH2:18][CH2:17][N:14]1[CH:13]=[CH:12][N:11]=[C:10]1[C:6]1[CH:7]=[CH:8][CH:9]=[C:4]([N+:1]([O-:3])=[O:2])[CH:5]=1. The catalyst class is: 3.